Dataset: PAMPA (Parallel Artificial Membrane Permeability Assay) permeability data from NCATS. Task: Regression/Classification. Given a drug SMILES string, predict its absorption, distribution, metabolism, or excretion properties. Task type varies by dataset: regression for continuous measurements (e.g., permeability, clearance, half-life) or binary classification for categorical outcomes (e.g., BBB penetration, CYP inhibition). Dataset: pampa_ncats. (1) The molecule is CC(C)C1=CC=CC=C1C2=NC=C(C(=N2)NCC3=CC=C(S3)C4=CN=CC=C4)F. The result is 1 (high permeability). (2) The molecule is C1COCCN1C2=NC(=NC3=C2OC4=C3C=CC=N4)C5=CC(=CC=C5)O. The result is 1 (high permeability).